This data is from Reaction yield outcomes from USPTO patents with 853,638 reactions. The task is: Predict the reaction yield, written as a fraction of the theoretical maximum amount of product (1.0 means a 100% yield; for example, 0.34 means a 34% yield). (1) The reactants are B1(B2C3CCCC2CCC3)C2CCCC1CCC2.[C:19]([O:23][C:24](=[O:51])[NH:25][C@@H:26]([CH:49]=[CH2:50])[CH2:27][N:28]1[C:32]2[N:33]=[CH:34][N:35]=[C:36]([NH2:37])[C:31]=2[C:30]([C:38]2[CH:39]=[N:40][C:41]3[C:46]([CH:47]=2)=[CH:45][CH:44]=[CH:43][CH:42]=3)=[C:29]1Br)([CH3:22])([CH3:21])[CH3:20].[OH-].[Na+]. The catalyst is COCCOC. The product is [C:19]([O:23][C:24](=[O:51])[NH:25][C@H:26]1[CH2:49][CH2:50][C:29]2[N:28]([C:32]3[N:33]=[CH:34][N:35]=[C:36]([NH2:37])[C:31]=3[C:30]=2[C:38]2[CH:39]=[N:40][C:41]3[C:46]([CH:47]=2)=[CH:45][CH:44]=[CH:43][CH:42]=3)[CH2:27]1)([CH3:22])([CH3:21])[CH3:20]. The yield is 0.750. (2) The catalyst is O1CCOCC1.C(OCC)C. The reactants are [F:1][C:2]1[CH:3]=[N:4][CH:5]=[C:6]([F:25])[C:7]=1[C:8]1[CH:9]=[C:10]2[NH:23][C:22](=[O:24])[NH:21][C:11]2=[N:12][C:13]=1[C:14]1[CH:19]=[CH:18][CH:17]=[CH:16][C:15]=1[F:20].[ClH:26]. The product is [ClH:26].[F:1][C:2]1[CH:3]=[N:4][CH:5]=[C:6]([F:25])[C:7]=1[C:8]1[CH:9]=[C:10]2[NH:23][C:22](=[O:24])[NH:21][C:11]2=[N:12][C:13]=1[C:14]1[CH:19]=[CH:18][CH:17]=[CH:16][C:15]=1[F:20]. The yield is 0.870. (3) The reactants are [CH2:1]1[C:10]2[C:5](=[CH:6][CH:7]=[CH:8][CH:9]=2)[CH2:4][CH2:3][CH:2]1[NH:11][C:12]([C:14]1[CH:36]=[CH:35][C:17]([O:18][C:19]2[CH:28]=[C:27]3[C:22]([CH:23]([C:29]([O:31]C)=[O:30])[CH2:24][CH2:25][O:26]3)=[CH:21][C:20]=2[C:33]#[N:34])=[CH:16][CH:15]=1)=[O:13].[OH-].[Na+].CO. The catalyst is C1COCC1.C(OCC)(=O)C.Cl. The product is [CH2:1]1[C:10]2[C:5](=[CH:6][CH:7]=[CH:8][CH:9]=2)[CH2:4][CH2:3][CH:2]1[NH:11][C:12]([C:14]1[CH:36]=[CH:35][C:17]([O:18][C:19]2[CH:28]=[C:27]3[C:22]([CH:23]([C:29]([OH:31])=[O:30])[CH2:24][CH2:25][O:26]3)=[CH:21][C:20]=2[C:33]#[N:34])=[CH:16][CH:15]=1)=[O:13]. The yield is 0.310. (4) The reactants are [OH:1][C:2]1[CH:3]=[C:4]([CH:9]=[CH:10][C:11]=1[O:12][CH3:13])[C:5]([O:7][CH3:8])=[O:6].[CH2:14]1[CH2:19][CH:18]2[O:20][CH:17]2[CH2:16][CH2:15]1.[C:21]([O-])([O-])=O.[K+].[K+]. The catalyst is C(O)C. The product is [OH:20][CH:17]1[CH2:18][CH2:19][CH2:14][CH2:15][CH:16]1[O:1][C:2]1[CH:3]=[C:4]([CH:9]=[CH:10][C:11]=1[O:12][CH3:13])[C:5]([O:7][CH2:8][CH3:21])=[O:6]. The yield is 0.910. (5) The reactants are [O:1]1[C:5]2[CH:6]=[CH:7][C:8]([C:10]3([C:13]([NH:15][C:16]4[CH:17]=[C:18]5[C:22](=[CH:23][C:24]=4[F:25])[NH:21][CH:20]([C:26]([CH3:29])([CH3:28])[CH3:27])[CH2:19]5)=[O:14])[CH2:12][CH2:11]3)=[CH:9][C:4]=2[O:3][CH2:2]1.[O:30]1[CH2:35][CH2:34][CH2:33][CH:32]([CH:36]=O)[CH2:31]1.[BH-](OC(C)=O)(OC(C)=O)OC(C)=O.[Na+]. The catalyst is ClCCl. The product is [O:1]1[C:5]2[CH:6]=[CH:7][C:8]([C:10]3([C:13]([NH:15][C:16]4[CH:17]=[C:18]5[C:22](=[CH:23][C:24]=4[F:25])[N:21]([CH2:36][CH:32]4[CH2:33][CH2:34][CH2:35][O:30][CH2:31]4)[CH:20]([C:26]([CH3:29])([CH3:28])[CH3:27])[CH2:19]5)=[O:14])[CH2:12][CH2:11]3)=[CH:9][C:4]=2[O:3][CH2:2]1. The yield is 0.500. (6) The reactants are [NH2:1][C:2]1[N:7]=[C:6]([NH2:8])[CH:5]=[CH:4][N:3]=1.[Br:9]N1C(=O)CCC1=O.C(Cl)Cl.[OH-].[Na+]. The catalyst is C(Cl)(Cl)Cl. The product is [Br:9][C:5]1[C:6]([NH2:8])=[N:7][C:2]([NH2:1])=[N:3][CH:4]=1. The yield is 0.740. (7) The reactants are C[O:2][C:3](=[O:21])[C:4]1[CH:9]=[CH:8][C:7]([O:10]C)=[N:6][C:5]=1[NH:12][C:13]1[CH:18]=[CH:17][C:16]([Br:19])=[CH:15][C:14]=1[F:20].COC(=O)C1C=CC(Cl)=NC=1NC1C=CC(Br)=CC=1F.C[O-].[Na+].CO. The catalyst is C(O)(=O)C. The product is [Br:19][C:16]1[CH:17]=[CH:18][C:13]([NH:12][C:5]2[NH:6][C:7](=[O:10])[CH:8]=[CH:9][C:4]=2[C:3]([OH:21])=[O:2])=[C:14]([F:20])[CH:15]=1. The yield is 0.880.